This data is from Full USPTO retrosynthesis dataset with 1.9M reactions from patents (1976-2016). The task is: Predict the reactants needed to synthesize the given product. (1) Given the product [CH:30]([OH:32])=[O:31].[NH2:17][C:10]1[CH2:11][O:12][CH2:13][C:14]([F:15])([F:16])[C@:8]([C:6]2[CH:7]=[C:2]([NH:1][C:30]([C:27]3[CH:26]=[N:25][C:24]([O:23][CH2:22][CH2:21][F:20])=[CH:29][N:28]=3)=[O:31])[CH:3]=[CH:4][C:5]=2[F:19])([CH3:18])[N:9]=1, predict the reactants needed to synthesize it. The reactants are: [NH2:1][C:2]1[CH:3]=[CH:4][C:5]([F:19])=[C:6]([C@:8]2([CH3:18])[C:14]([F:16])([F:15])[CH2:13][O:12][CH2:11][C:10]([NH2:17])=[N:9]2)[CH:7]=1.[F:20][CH2:21][CH2:22][O:23][C:24]1[N:25]=[CH:26][C:27]([C:30]([OH:32])=[O:31])=[N:28][CH:29]=1. (2) Given the product [CH2:17]([O:16][C:14]([NH:13][C@H:12]([C:11]([O:10][CH2:5][CH2:6][C:7]([OH:9])=[O:8])=[O:27])[CH:24]([CH3:26])[CH3:25])=[O:15])[C:18]1[CH:19]=[CH:20][CH:21]=[CH:22][CH:23]=1, predict the reactants needed to synthesize it. The reactants are: C([CH:5]([O:10][C:11](=[O:27])[C@H:12]([CH:24]([CH3:26])[CH3:25])[NH:13][C:14]([O:16][CH2:17][C:18]1[CH:23]=[CH:22][CH:21]=[CH:20][CH:19]=1)=[O:15])[CH2:6][C:7]([O-:9])=[O:8])=CCC.[Mn]([O-])(=O)(=O)=O.[K+].S(=O)(O)[O-].[Na+].Cl.